Predict the product of the given reaction. From a dataset of Forward reaction prediction with 1.9M reactions from USPTO patents (1976-2016). Given the reactants [O:1]=[C:2]1[C:11]2[NH:12][CH:13]=[CH:14][C:10]=2[C:9]2[CH:8]=[CH:7][CH:6]=[CH:5][C:4]=2[NH:3]1.C([C:17]([O-:19])=[O:18])C.[Cl:20][S:21](O)(=[O:23])=[O:22], predict the reaction product. The product is: [Cl:20][S:21]([C:7]1[CH:6]=[CH:5][C:4]2[NH:3][C:2](=[O:1])[C:11]3[NH:12][CH:13]=[C:14]([C:17]([OH:19])=[O:18])[C:10]=3[C:9]=2[CH:8]=1)(=[O:23])=[O:22].